From a dataset of Reaction yield outcomes from USPTO patents with 853,638 reactions. Predict the reaction yield, written as a fraction of the theoretical maximum amount of product (1.0 means a 100% yield; for example, 0.34 means a 34% yield). (1) The reactants are OC([C@H:4]1[N:9]([C:10]([O:12][CH2:13][C:14]2C=CC=CC=2)=[O:11])[CH2:8][C@H:7]([C:20]([O:22]C)=[O:21])[CH2:6][CH2:5]1)C.O.[OH-].[Li+].Cl. The catalyst is C1COCC1.O. The product is [CH3:14][CH:13]1[C@@H:4]2[CH2:5][CH2:6][C@@H:7]([C:20]([OH:22])=[O:21])[CH2:8][N:9]2[C:10](=[O:11])[O:12]1. The yield is 0.750. (2) The reactants are [N:1]1[C:9]([NH:10][C@H:11]([C:13]2[N:14]([C:26]3[CH:31]=[CH:30][CH:29]=[CH:28][CH:27]=3)[C:15](=[O:25])[C:16]3[C:21]([CH:22]=2)=[CH:20][CH:19]=[CH:18][C:17]=3[CH:23]=C)[CH3:12])=[C:8]2[C:4]([NH:5][CH:6]=[N:7]2)=[N:3][CH:2]=1.I([O-])(=O)(=O)=[O:33].[Na+]. The catalyst is O1CCOCC1.O.[Os](=O)(=O)(=O)=O. The product is [N:1]1[C:9]([NH:10][C@H:11]([C:13]2[N:14]([C:26]3[CH:31]=[CH:30][CH:29]=[CH:28][CH:27]=3)[C:15](=[O:25])[C:16]3[C:21]([CH:22]=2)=[CH:20][CH:19]=[CH:18][C:17]=3[CH:23]=[O:33])[CH3:12])=[C:8]2[C:4]([NH:5][CH:6]=[N:7]2)=[N:3][CH:2]=1. The yield is 0.950. (3) The reactants are [CH3:1][N:2]([CH3:21])[C:3]([N:5]1[CH2:9][CH:8]2[CH2:10][C:11]([CH:16]3[CH2:20][CH2:19][CH2:18][CH2:17]3)([N:13]=C=O)[CH2:12][CH:7]2[CH2:6]1)=[O:4].N. The catalyst is Cl. The product is [CH3:1][N:2]([CH3:21])[C:3]([N:5]1[CH2:9][CH:8]2[CH2:10][C:11]([NH2:13])([CH:16]3[CH2:17][CH2:18][CH2:19][CH2:20]3)[CH2:12][CH:7]2[CH2:6]1)=[O:4]. The yield is 0.818. (4) The reactants are N1C=CC=CC=1.Cl[C:8]([O:10][CH2:11][Cl:12])=[O:9].[CH2:13]([OH:19])[CH2:14][O:15][CH2:16][CH2:17][OH:18]. The catalyst is ClCCl. The product is [Cl:12][CH2:11][O:10][C:8]([O:19][CH2:13][CH2:14][O:15][CH2:16][CH2:17][O:18][C:8]([O:10][CH2:11][Cl:12])=[O:9])=[O:9]. The yield is 0.860.